Dataset: Reaction yield outcomes from USPTO patents with 853,638 reactions. Task: Predict the reaction yield, written as a fraction of the theoretical maximum amount of product (1.0 means a 100% yield; for example, 0.34 means a 34% yield). (1) The reactants are [NH2:1][C:2]([C@@H:4]1[CH2:8][CH2:7][C@H:6]([C:9]2[CH:14]=[CH:13][C:12]([OH:15])=[CH:11][CH:10]=2)[N:5]1[C:16]([O:18][C:19]([CH3:22])([CH3:21])[CH3:20])=[O:17])=[O:3].[F:23][C:24]1[CH:29]=[CH:28][C:27](B(O)O)=[CH:26][CH:25]=1.N1C=CC=CC=1.C(N(CC)CC)C. The catalyst is C(Cl)Cl.C([O-])(=O)C.[Cu+2].C([O-])(=O)C. The product is [NH2:1][C:2]([C@@H:4]1[CH2:8][CH2:7][C@H:6]([C:9]2[CH:14]=[CH:13][C:12]([O:15][C:27]3[CH:28]=[CH:29][C:24]([F:23])=[CH:25][CH:26]=3)=[CH:11][CH:10]=2)[N:5]1[C:16]([O:18][C:19]([CH3:22])([CH3:21])[CH3:20])=[O:17])=[O:3]. The yield is 0.560. (2) The reactants are Cl[C:2]1[N:7]=[C:6]([NH2:8])[CH:5]=[CH:4][CH:3]=1.[N:9]1([C:15]([O:17][C:18]([CH3:21])([CH3:20])[CH3:19])=[O:16])[CH2:14][CH2:13][NH:12][CH2:11][CH2:10]1. No catalyst specified. The product is [NH2:8][C:6]1[N:7]=[C:2]([N:12]2[CH2:13][CH2:14][N:9]([C:15]([O:17][C:18]([CH3:21])([CH3:20])[CH3:19])=[O:16])[CH2:10][CH2:11]2)[CH:3]=[CH:4][CH:5]=1. The yield is 0.280. (3) The reactants are [OH:1][C:2]1([C:12]2[S:13][CH:14]=[C:15]([C:17]([OH:19])=O)[N:16]=2)[CH2:11][CH2:10][C:5]2([O:9][CH2:8][CH2:7][O:6]2)[CH2:4][CH2:3]1.[CH3:20][NH2:21].C(Cl)Cl. The catalyst is CCOC(C)=O. The product is [OH:1][C:2]1([C:12]2[S:13][CH:14]=[C:15]([C:17]([NH:21][CH3:20])=[O:19])[N:16]=2)[CH2:11][CH2:10][C:5]2([O:9][CH2:8][CH2:7][O:6]2)[CH2:4][CH2:3]1. The yield is 0.500. (4) The reactants are [N+:1]([C:4]1[O:8][C:7]([C:9](Cl)=[O:10])=[CH:6][CH:5]=1)([O-:3])=[O:2].[CH2:12]([C:19]1([OH:25])[CH2:24][CH2:23][NH:22][CH2:21][CH2:20]1)[C:13]1[CH:18]=[CH:17][CH:16]=[CH:15][CH:14]=1. The catalyst is C(Cl)Cl.CCN(CC)CC. The product is [CH2:12]([C:19]1([OH:25])[CH2:24][CH2:23][N:22]([C:9]([C:7]2[O:8][C:4]([N+:1]([O-:3])=[O:2])=[CH:5][CH:6]=2)=[O:10])[CH2:21][CH2:20]1)[C:13]1[CH:14]=[CH:15][CH:16]=[CH:17][CH:18]=1. The yield is 0.450.